This data is from Catalyst prediction with 721,799 reactions and 888 catalyst types from USPTO. The task is: Predict which catalyst facilitates the given reaction. (1) Reactant: [C:1]([N:4]1[C:13]2[CH:12]=[CH:11][C:10]([N+:14]([O-])=O)=[CH:9][C:8]=2[C:7]2[N:17]([C:25]3[CH:30]=[CH:29][C:28]([F:31])=[CH:27][CH:26]=3)[N:18]=[C:19]([C:20]([O:22][CH2:23][CH3:24])=[O:21])[C:6]=2[CH2:5]1)(=[O:3])[CH3:2]. Product: [C:1]([N:4]1[C:13]2[CH:12]=[CH:11][C:10]([NH2:14])=[CH:9][C:8]=2[C:7]2[N:17]([C:25]3[CH:26]=[CH:27][C:28]([F:31])=[CH:29][CH:30]=3)[N:18]=[C:19]([C:20]([O:22][CH2:23][CH3:24])=[O:21])[C:6]=2[CH2:5]1)(=[O:3])[CH3:2]. The catalyst class is: 15. (2) Reactant: [NH2:1][CH2:2][C@H:3]([NH:17][C:18](=[O:27])[C@H:19]([C:21]1[CH:26]=[CH:25][CH:24]=[CH:23][CH:22]=1)[CH3:20])[C:4]1[CH:9]=[CH:8][C:7]([O:10][CH2:11][CH:12]([CH3:16])[CH2:13][CH2:14][CH3:15])=[CH:6][CH:5]=1.[CH:28]1([CH:31]=O)[CH2:30][CH2:29]1.C(O[BH-](OC(=O)C)OC(=O)C)(=O)C.[Na+].C([O-])(O)=O.[Na+]. Product: [CH:28]1([CH2:31][NH:1][CH2:2][C@H:3]([NH:17][C:18](=[O:27])[C@H:19]([C:21]2[CH:22]=[CH:23][CH:24]=[CH:25][CH:26]=2)[CH3:20])[C:4]2[CH:5]=[CH:6][C:7]([O:10][CH2:11][CH:12]([CH3:16])[CH2:13][CH2:14][CH3:15])=[CH:8][CH:9]=2)[CH2:30][CH2:29]1. The catalyst class is: 10.